The task is: Predict the reaction yield, written as a fraction of the theoretical maximum amount of product (1.0 means a 100% yield; for example, 0.34 means a 34% yield).. This data is from Reaction yield outcomes from USPTO patents with 853,638 reactions. The reactants are [NH2:1][C:2]1[S:3][C:4]([Br:7])=[CH:5][N:6]=1.N1C=CC=CC=1.Cl[C:15]([O:17][C:18]1[CH:23]=[CH:22][CH:21]=[CH:20][CH:19]=1)=[O:16]. The catalyst is C(Cl)Cl. The product is [Br:7][C:4]1[S:3][C:2]([NH:1][C:15](=[O:16])[O:17][C:18]2[CH:23]=[CH:22][CH:21]=[CH:20][CH:19]=2)=[N:6][CH:5]=1. The yield is 0.880.